Dataset: Full USPTO retrosynthesis dataset with 1.9M reactions from patents (1976-2016). Task: Predict the reactants needed to synthesize the given product. Given the product [CH:1]([N:4]1[CH2:9][CH2:8][N:7]([C:10]([C:12]2[CH:13]=[C:14]3[C:18](=[CH:19][CH:20]=2)[N:17]([C:30]2[CH:35]=[CH:34][C:33]([C:36]([F:39])([F:38])[F:37])=[CH:32][CH:31]=2)[C:16]([C:21]([N:23]2[CH2:24][CH2:25][O:26][CH2:27][CH2:28]2)=[O:22])=[CH:15]3)=[O:11])[CH2:6][CH2:5]1)([CH3:3])[CH3:2], predict the reactants needed to synthesize it. The reactants are: [CH:1]([N:4]1[CH2:9][CH2:8][N:7]([C:10]([C:12]2[CH:13]=[C:14]3[C:18](=[CH:19][CH:20]=2)[NH:17][C:16]([C:21]([N:23]2[CH2:28][CH2:27][O:26][CH2:25][CH2:24]2)=[O:22])=[CH:15]3)=[O:11])[CH2:6][CH2:5]1)([CH3:3])[CH3:2].I[C:30]1[CH:35]=[CH:34][C:33]([C:36]([F:39])([F:38])[F:37])=[CH:32][CH:31]=1.